Dataset: Full USPTO retrosynthesis dataset with 1.9M reactions from patents (1976-2016). Task: Predict the reactants needed to synthesize the given product. (1) Given the product [N+:29]([C:32]1[S:36][C:35]([S:37]([N:16]2[CH2:17][CH2:18][N:13]([C:10]3[N:11]=[CH:12][C:7]([C:4]([OH:6])([CH3:5])[C:3]([F:2])([F:20])[F:21])=[CH:8][N:9]=3)[C@@H:14]([CH3:19])[CH2:15]2)(=[O:39])=[O:38])=[CH:34][CH:33]=1)([O-:31])=[O:30], predict the reactants needed to synthesize it. The reactants are: Cl.[F:2][C:3]([F:21])([F:20])[C:4]([C:7]1[CH:8]=[N:9][C:10]([N:13]2[CH2:18][CH2:17][NH:16][CH2:15][C@@H:14]2[CH3:19])=[N:11][CH:12]=1)([OH:6])[CH3:5].C(N(CC)CC)C.[N+:29]([C:32]1[S:36][C:35]([S:37](Cl)(=[O:39])=[O:38])=[CH:34][CH:33]=1)([O-:31])=[O:30]. (2) Given the product [CH2:1]([O:3][C:4]1[CH:9]=[C:8]([N:18]2[CH2:19][CH2:20][N:15]([CH3:14])[CH2:16][CH2:17]2)[CH:7]=[CH:6][C:5]=1[N+:11]([O-:13])=[O:12])[CH3:2], predict the reactants needed to synthesize it. The reactants are: [CH2:1]([O:3][C:4]1[CH:9]=[C:8](F)[CH:7]=[CH:6][C:5]=1[N+:11]([O-:13])=[O:12])[CH3:2].[CH3:14][N:15]1[CH2:20][CH2:19][NH:18][CH2:17][CH2:16]1.CCN(C(C)C)C(C)C. (3) Given the product [CH3:15][O:13][C:5]1[CH:6]=[CH:7][CH:8]=[C:9]([N+:10]([O-:12])=[O:11])[C:4]=1[NH2:3], predict the reactants needed to synthesize it. The reactants are: [OH-].[K+].[NH2:3][C:4]1[C:9]([N+:10]([O-:12])=[O:11])=[CH:8][CH:7]=[CH:6][C:5]=1[OH:13].I[CH3:15]. (4) Given the product [CH:10]1[CH:9]=[CH:8][C:7]([C:5]2([C:13]3[CH:18]=[CH:17][CH:16]=[CH:15][CH:14]=3)[NH:6][C:2](=[O:1])[N:3]([CH2:20][O:21][P:22]([O-:31])([O-:39])=[O:23])[C:4]2=[O:19])=[CH:12][CH:11]=1.[Na+:43].[Na+:43], predict the reactants needed to synthesize it. The reactants are: [O:1]=[C:2]1[NH:6][C:5]([C:13]2[CH:18]=[CH:17][CH:16]=[CH:15][CH:14]=2)([C:7]2[CH:12]=[CH:11][CH:10]=[CH:9][CH:8]=2)[C:4](=[O:19])[N:3]1[CH2:20][O:21][P:22](=[O:39])([O:31]CC1C=CC=CC=1)[O:23]CC1C=CC=CC=1.[H][H].[OH-].[Na+:43]. (5) Given the product [Cl:1][C:2]1[CH:3]=[C:4]([CH:18]=[CH:19][C:20]=1[F:21])[CH2:5][C:6]1[CH:7]=[N:8][C:9]2[N:10]([N:12]=[CH:13][C:14]=2[C:15]([NH:22][CH2:23][C:24]2[CH:25]=[CH:26][CH:27]=[C:28]([CH2:30][OH:31])[N:29]=2)=[O:17])[CH:11]=1, predict the reactants needed to synthesize it. The reactants are: [Cl:1][C:2]1[CH:3]=[C:4]([CH:18]=[CH:19][C:20]=1[F:21])[CH2:5][C:6]1[CH:7]=[N:8][C:9]2[N:10]([N:12]=[CH:13][C:14]=2[C:15]([OH:17])=O)[CH:11]=1.[NH2:22][CH2:23][C:24]1[N:29]=[C:28]([CH2:30][OH:31])[CH:27]=[CH:26][CH:25]=1.CN(C(ON1N=NC2C=CC=CC1=2)=[N+](C)C)C.[B-](F)(F)(F)F.C(N(CC)CC)C. (6) Given the product [Br:1][C:2]1[CH:3]=[CH:4][C:5]2[C@@:11]3([C:17]([O:19][CH3:20])=[O:18])[CH2:12][CH2:13][C:14](=[O:16])[CH2:15][C@H:10]3[CH2:9][CH2:8][O:7][C:6]=2[CH:21]=1.[Br:22][C:23]1[CH:24]=[CH:25][C:26]2[C@:32]3([C:38]([O:40][CH3:41])=[O:39])[CH2:33][CH2:34][C:35](=[O:37])[CH2:36][C@@H:31]3[CH2:30][CH2:29][O:28][C:27]=2[CH:42]=1, predict the reactants needed to synthesize it. The reactants are: [Br:1][C:2]1[CH:3]=[CH:4][C:5]2[C@@:11]3([C:17]([O:19][CH3:20])=[O:18])[CH:12]=[CH:13][C:14](=[O:16])[CH2:15][C@H:10]3[CH2:9][CH2:8][O:7][C:6]=2[CH:21]=1.[Br:22][C:23]1[CH:24]=[CH:25][C:26]2[C@:32]3([C:38]([O:40][CH3:41])=[O:39])[CH:33]=[CH:34][C:35](=[O:37])[CH2:36][C@@H:31]3[CH2:30][CH2:29][O:28][C:27]=2[CH:42]=1.C([O-])(O)=O.[Na+].C1(C)C=CC=CC=1.S(S([O-])=O)([O-])=O.[Na+].[Na+]. (7) The reactants are: C([N:8]1[CH2:13][CH2:12][C:11]([S:21]([C:24]2[CH:29]=[CH:28][C:27]([C:30]3[CH:35]=[CH:34][C:33]([O:36][C:37]([F:42])([F:41])[CH:38]([F:40])[F:39])=[CH:32][CH:31]=3)=[CH:26][CH:25]=2)(=[O:23])=[O:22])([C:14]([O:16][C:17]([CH3:20])([CH3:19])[CH3:18])=[O:15])[CH2:10][CH2:9]1)C1C=CC=CC=1.C([O-])=O.[NH4+]. Given the product [F:42][C:37]([F:41])([O:36][C:33]1[CH:34]=[CH:35][C:30]([C:27]2[CH:26]=[CH:25][C:24]([S:21]([C:11]3([C:14]([O:16][C:17]([CH3:19])([CH3:18])[CH3:20])=[O:15])[CH2:12][CH2:13][NH:8][CH2:9][CH2:10]3)(=[O:22])=[O:23])=[CH:29][CH:28]=2)=[CH:31][CH:32]=1)[CH:38]([F:39])[F:40], predict the reactants needed to synthesize it.